This data is from Catalyst prediction with 721,799 reactions and 888 catalyst types from USPTO. The task is: Predict which catalyst facilitates the given reaction. (1) Reactant: [Li]CCCC.[O:6]([C:13]1[CH:18]=[C:17]([O:19][C:20]2[CH:25]=[CH:24][CH:23]=[CH:22][CH:21]=2)[N:16]=[C:15]([S:26][CH3:27])[N:14]=1)[C:7]1[CH:12]=[CH:11][CH:10]=[CH:9][CH:8]=1.[C:28](=[O:30])=[O:29].Cl. Product: [O:6]([C:13]1[C:18]([C:28]([OH:30])=[O:29])=[C:17]([O:19][C:20]2[CH:25]=[CH:24][CH:23]=[CH:22][CH:21]=2)[N:16]=[C:15]([S:26][CH3:27])[N:14]=1)[C:7]1[CH:12]=[CH:11][CH:10]=[CH:9][CH:8]=1. The catalyst class is: 1. (2) Reactant: [CH2:1]([C:5]1[N:9]([CH2:10][C:11]2[CH:16]=[CH:15][C:14]([C:17]3[CH:22]=[CH:21][CH:20]=[CH:19][C:18]=3[C:23]3[N:24]=[N:25][NH:26][N:27]=3)=[CH:13][CH:12]=2)[C:8]([CH2:28][OH:29])=[C:7]([Cl:30])[N:6]=1)[CH2:2][CH2:3][CH3:4].C(=O)(O)[O-].[K+:35]. Product: [CH3:4][CH2:3][CH2:2][CH2:1][C:5]1[N:9]([CH2:10][C:11]2[CH:16]=[CH:15][C:14]([C:17]3[CH:22]=[CH:21][CH:20]=[CH:19][C:18]=3[C:23]3[N:27]=[N:26][N-:25][N:24]=3)=[CH:13][CH:12]=2)[C:8]([CH2:28][OH:29])=[C:7]([Cl:30])[N:6]=1.[K+:35]. The catalyst class is: 84. (3) Reactant: [Br:1][C:2]1[C:7]([CH3:8])=[CH:6][CH:5]=[CH:4][N:3]=1.C1C(=O)N([Br:16])C(=O)C1. Product: [Br:1][C:2]1[C:7]([CH2:8][Br:16])=[CH:6][CH:5]=[CH:4][N:3]=1. The catalyst class is: 53. (4) Reactant: C(OC(=O)[N:7]([CH:24]1[CH2:29][CH2:28][N:27]([CH2:30][C:31]2[CH:36]=[CH:35][CH:34]=[CH:33][CH:32]=2)[CH2:26][CH2:25]1)[CH2:8][C:9]1[N:10]=[C:11]([CH2:22][OH:23])[N:12](COCC[Si](C)(C)C)[CH:13]=1)(C)(C)C.O.C(=O)([O-])O.[Na+]. Product: [CH2:30]([N:27]1[CH2:28][CH2:29][CH:24]([NH:7][CH2:8][C:9]2[N:10]=[C:11]([CH2:22][OH:23])[NH:12][CH:13]=2)[CH2:25][CH2:26]1)[C:31]1[CH:32]=[CH:33][CH:34]=[CH:35][CH:36]=1. The catalyst class is: 55.